Dataset: Full USPTO retrosynthesis dataset with 1.9M reactions from patents (1976-2016). Task: Predict the reactants needed to synthesize the given product. (1) Given the product [N+:1](=[CH:3][C:14]([C@@H:16]1[CH2:21][CH2:20][CH2:19][CH2:18][C@H:17]1[C:22]([O:24][CH3:25])=[O:23])=[O:15])=[N-:2], predict the reactants needed to synthesize it. The reactants are: [N+:1](=[CH:3][Si](C)(C)C)=[N-:2].[O-2].[Ca+2].CC#N.Cl[C:14]([C@@H:16]1[CH2:21][CH2:20][CH2:19][CH2:18][C@H:17]1[C:22]([O:24][CH3:25])=[O:23])=[O:15]. (2) Given the product [CH3:30][N:2]([CH3:1])[C:3]1[CH:8]=[CH:7][C:6]([C:9]2[NH:14][C:13](=[O:15])[C:12]([C:16]([OH:18])=[O:17])=[C:11]([OH:26])[C:10]=2[CH2:27][CH:28]=[O:29])=[CH:5][CH:4]=1, predict the reactants needed to synthesize it. The reactants are: [CH3:1][N:2]([CH3:30])[C:3]1[CH:8]=[CH:7][C:6]([C:9]2[NH:14][C:13](=[O:15])[C:12]([C:16]([O:18]CC3C=CC=CC=3)=[O:17])=[C:11]([OH:26])[C:10]=2[CH2:27][CH:28]=[O:29])=[CH:5][CH:4]=1. (3) Given the product [CH2:2]([N:17]=[C:28]=[O:29])[CH2:3][CH2:4][CH2:5][CH2:6][CH2:7][CH2:8][CH2:9][CH3:10], predict the reactants needed to synthesize it. The reactants are: C(Cl)(=O)[CH2:2][CH2:3][CH2:4][CH2:5][CH2:6][CH2:7][CH2:8][CH2:9][CH3:10].[N-]=[N+]=[N-].[Na+].[N-:17]=[N+]=[N-].C1(C)C=CC=CC=1.C[C:28](C)=[O:29].